From a dataset of HIV replication inhibition screening data with 41,000+ compounds from the AIDS Antiviral Screen. Binary Classification. Given a drug SMILES string, predict its activity (active/inactive) in a high-throughput screening assay against a specified biological target. (1) The compound is CC(=NNC(=O)c1ccncc1)c1cccc(C(F)(F)F)c1. The result is 0 (inactive). (2) The compound is Cc1cc(Cl)ccc1NC1=NC(=O)C(CC(=O)Nc2cccc(C)c2C)S1. The result is 0 (inactive).